Dataset: Forward reaction prediction with 1.9M reactions from USPTO patents (1976-2016). Task: Predict the product of the given reaction. (1) Given the reactants [NH2:1][C:2]1[C:3]([CH3:16])=[C:4]([CH:9]=[C:10]([C:12]([F:15])([F:14])[F:13])[CH:11]=1)[C:5]([O:7][CH3:8])=[O:6].C([O-])(=O)C.[K+].C(OC(=O)C)(=O)C.[N:29](OC(C)(C)C)=O.C1OCCOCCOCCOCCOCCOC1, predict the reaction product. The product is: [F:15][C:12]([F:13])([F:14])[C:10]1[CH:9]=[C:4]([C:5]([O:7][CH3:8])=[O:6])[C:3]2[CH:16]=[N:29][NH:1][C:2]=2[CH:11]=1. (2) Given the reactants [CH:1]([NH:4][C:5]1[CH:10]=[C:9]([C:11]2[N:15]3[CH:16]=[CH:17][C:18]([C:20]4[CH:21]=[C:22]([CH:25]=[CH:26][CH:27]=4)[CH:23]=O)=[CH:19][C:14]3=[N:13][CH:12]=2)[CH:8]=[C:7]([C:28]2[CH:33]=[CH:32][CH:31]=[CH:30][CH:29]=2)[N:6]=1)([CH3:3])[CH3:2].[CH2:34]([NH2:36])[CH3:35].C(O)(=O)C.C(O[BH-](OC(=O)C)OC(=O)C)(=O)C.[Na+], predict the reaction product. The product is: [CH2:34]([NH:36][CH2:23][C:22]1[CH:21]=[C:20]([C:18]2[CH:17]=[CH:16][N:15]3[C:11]([C:9]4[CH:8]=[C:7]([C:28]5[CH:29]=[CH:30][CH:31]=[CH:32][CH:33]=5)[N:6]=[C:5]([NH:4][CH:1]([CH3:2])[CH3:3])[CH:10]=4)=[CH:12][N:13]=[C:14]3[CH:19]=2)[CH:27]=[CH:26][CH:25]=1)[CH3:35].